This data is from Full USPTO retrosynthesis dataset with 1.9M reactions from patents (1976-2016). The task is: Predict the reactants needed to synthesize the given product. (1) Given the product [Br:1][C:2]1[CH:3]=[CH:4][C:5]([OH:11])=[C:6]([CH:10]=1)[C:7]([NH:17][C:16]1[CH:18]=[C:19]([O:21][CH3:22])[CH:20]=[C:14]([O:13][CH3:12])[CH:15]=1)=[O:9], predict the reactants needed to synthesize it. The reactants are: [Br:1][C:2]1[CH:10]=[C:6]([C:7]([OH:9])=O)[C:5]([OH:11])=[CH:4][CH:3]=1.[CH3:12][O:13][C:14]1[CH:15]=[C:16]([CH:18]=[C:19]([O:21][CH3:22])[CH:20]=1)[NH2:17]. (2) Given the product [NH:4]1[C:5]([CH2:7][C:8]([N:30]2[C@H:26]([C:24](=[O:25])[NH:23][C:20]3[CH:21]=[CH:22][C:17]([O:16][C:15]4[CH:14]=[CH:13][C:12]([F:11])=[CH:43][CH:42]=4)=[CH:18][CH:19]=3)[CH2:27][C@@H:28]([NH:31][C:32](=[O:41])[O:33][CH2:34][C:35]3[CH:40]=[CH:39][CH:38]=[CH:37][CH:36]=3)[CH2:29]2)=[O:10])=[CH:6][N:2]=[CH:3]1, predict the reactants needed to synthesize it. The reactants are: Cl.[NH:2]1[CH:6]=[C:5]([CH2:7][C:8]([OH:10])=O)[N:4]=[CH:3]1.[F:11][C:12]1[CH:43]=[CH:42][C:15]([O:16][C:17]2[CH:22]=[CH:21][C:20]([NH:23][C:24]([C@H:26]3[NH:30][CH2:29][C@H:28]([NH:31][C:32](=[O:41])[O:33][CH2:34][C:35]4[CH:40]=[CH:39][CH:38]=[CH:37][CH:36]=4)[CH2:27]3)=[O:25])=[CH:19][CH:18]=2)=[CH:14][CH:13]=1. (3) The reactants are: Br[C:2]1[CH:3]=[C:4]([NH2:8])[CH:5]=[N:6][CH:7]=1.[CH3:9][C:10]1[C:14](B2OC(C)(C)C(C)(C)O2)=[C:13]([CH3:24])[O:12][N:11]=1.P([O-])([O-])([O-])=O.[K+].[K+].[K+]. Given the product [CH3:9][C:10]1[C:14]([C:2]2[CH:3]=[C:4]([NH2:8])[CH:5]=[N:6][CH:7]=2)=[C:13]([CH3:24])[O:12][N:11]=1, predict the reactants needed to synthesize it. (4) Given the product [CH:2]([C:6]1[CH:10]=[CH:9][O:8][C:7]=1[C:11]([N:13]1[C@@H:25]([C:26]([NH:28][CH3:29])=[O:27])[CH2:24][C:23]2[C:22]3[C:17](=[CH:18][CH:19]=[CH:20][CH:21]=3)[NH:16][C:15]=2[CH2:14]1)=[O:12])=[O:1], predict the reactants needed to synthesize it. The reactants are: [O:1]1CCO[CH:2]1[C:6]1[CH:10]=[CH:9][O:8][C:7]=1[C:11]([N:13]1[C@@H:25]([C:26]([NH:28][CH3:29])=[O:27])[CH2:24][C:23]2[C:22]3[C:17](=[CH:18][CH:19]=[CH:20][CH:21]=3)[NH:16][C:15]=2[CH2:14]1)=[O:12].CC1C=CC(S(O)(=O)=O)=CC=1. (5) Given the product [C:50]([OH:57])(=[O:56])/[CH:51]=[CH:52]/[C:53]([OH:55])=[O:54].[O:8]=[C:4]1[CH2:5][CH2:6][CH2:7][C:2](=[O:1])[N:3]1[CH2:9][C:10]([N:12]1[CH2:17][CH2:16][C@H:15]([NH:18][CH2:19][C:20]2[CH:21]=[C:22]([C:31]3[CH:36]=[CH:35][C:34]([C:37]#[N:38])=[CH:33][C:32]=3[F:39])[CH:23]=[CH:24][C:25]=2[O:26][C:27]([F:28])([F:29])[F:30])[C@H:14]([C:40]2[CH:45]=[CH:44][CH:43]=[CH:42][CH:41]=2)[CH2:13]1)=[O:11], predict the reactants needed to synthesize it. The reactants are: [O:1]=[C:2]1[CH2:7][CH2:6][CH2:5][C:4](=[O:8])[N:3]1[CH2:9][C:10]([N:12]1[CH2:17][CH2:16][C@H:15]([NH:18][CH2:19][C:20]2[CH:21]=[C:22]([C:31]3[CH:36]=[CH:35][C:34]([C:37]#[N:38])=[CH:33][C:32]=3[F:39])[CH:23]=[CH:24][C:25]=2[O:26][C:27]([F:30])([F:29])[F:28])[C@H:14]([C:40]2[CH:45]=[CH:44][CH:43]=[CH:42][CH:41]=2)[CH2:13]1)=[O:11].CC(C)=O.[C:50]([OH:57])(=[O:56])/[CH:51]=[CH:52]/[C:53]([OH:55])=[O:54].C(OC(C)C)(C)C. (6) The reactants are: ClC1C=C(Cl)C=CC=1C1C(C2NC=CN=2)=CN=C(CCN)N=1.Cl[C:24]1[CH:29]=[CH:28][C:27]([C:30]#[N:31])=[CH:26][N:25]=1.[Cl:32][C:33]1[CH:38]=[C:37]([Cl:39])[CH:36]=[CH:35][C:34]=1[C:40]1[C:45]([C:46]2[NH:47][CH:48]=[CH:49][N:50]=2)=[CH:44][N:43]=[C:42]([NH:51][CH2:52][CH2:53][NH:54]C2C=CC([N+]([O-])=O)=C(OC)N=2)[N:41]=1. Given the product [Cl:32][C:33]1[CH:38]=[C:37]([Cl:39])[CH:36]=[CH:35][C:34]=1[C:40]1[C:45]([C:46]2[NH:50][CH:49]=[CH:48][N:47]=2)=[CH:44][N:43]=[C:42]([NH:51][CH2:52][CH2:53][NH:54][C:24]2[N:25]=[CH:26][C:27]([C:30]#[N:31])=[CH:28][CH:29]=2)[N:41]=1, predict the reactants needed to synthesize it. (7) Given the product [C:1]([O:5][C:6]([N:8]([CH2:27][CH3:28])[C@H:9]1[CH2:14][CH2:13][CH2:12][N:11]([C:15]([O:17][CH2:18][C:19]2[CH:24]=[CH:23][CH:22]=[CH:21][CH:20]=2)=[O:16])[CH2:10]1)=[O:7])([CH3:4])([CH3:2])[CH3:3], predict the reactants needed to synthesize it. The reactants are: [C:1]([O:5][C:6]([NH:8][C@H:9]1[CH2:14][CH2:13][CH2:12][N:11]([C:15]([O:17][CH2:18][C:19]2[CH:24]=[CH:23][CH:22]=[CH:21][CH:20]=2)=[O:16])[CH2:10]1)=[O:7])([CH3:4])([CH3:3])[CH3:2].[H-].[Na+].[CH2:27](Br)[CH3:28].O. (8) Given the product [CH2:5]([C:13]1([OH:17])[CH2:16][CH2:15][CH2:14]1)[CH2:6][C:7]1[CH:12]=[CH:11][CH:10]=[CH:9][CH:8]=1, predict the reactants needed to synthesize it. The reactants are: II.[Mg].Br[CH2:5][CH2:6][C:7]1[CH:12]=[CH:11][CH:10]=[CH:9][CH:8]=1.[C:13]1(=[O:17])[CH2:16][CH2:15][CH2:14]1.Cl.